Dataset: Reaction yield outcomes from USPTO patents with 853,638 reactions. Task: Predict the reaction yield, written as a fraction of the theoretical maximum amount of product (1.0 means a 100% yield; for example, 0.34 means a 34% yield). (1) The reactants are [N:1]1[N:2]=[C:3]([C:10]2[CH:19]=[CH:18][C:17]3[C:12](=[C:13]([N:20]4[CH2:25][CH2:24][C@H:23]([NH:26]C(=O)OCC5C=CC=CC=5)[C@H:22]([F:37])[CH2:21]4)[CH:14]=[CH:15][CH:16]=3)[N:11]=2)[N:4]2[CH:9]=[CH:8][CH:7]=[CH:6][C:5]=12.Cl. The catalyst is O.C(Cl)Cl. The product is [N:1]1[N:2]=[C:3]([C:10]2[CH:19]=[CH:18][C:17]3[C:12](=[C:13]([N:20]4[CH2:25][CH2:24][CH:23]([NH2:26])[CH:22]([F:37])[CH2:21]4)[CH:14]=[CH:15][CH:16]=3)[N:11]=2)[N:4]2[CH:9]=[CH:8][CH:7]=[CH:6][C:5]=12. The yield is 0.690. (2) The product is [C:1]([C:3]1[CH:8]=[CH:7][C:6]([C:9]2([F:32])[CH2:10][CH2:11][N:12]([C:15]([C:17]3[C:18]([CH2:30][CH3:31])=[CH:19][C:20]([CH:27]4[CH2:28][CH2:29]4)=[C:21]([CH:26]=3)[C:22]([NH:34][NH2:35])=[O:23])=[O:16])[CH2:13][CH2:14]2)=[CH:5][CH:4]=1)#[N:2]. The reactants are [C:1]([C:3]1[CH:8]=[CH:7][C:6]([C:9]2([F:32])[CH2:14][CH2:13][N:12]([C:15]([C:17]3[C:18]([CH2:30][CH3:31])=[CH:19][C:20]([CH:27]4[CH2:29][CH2:28]4)=[C:21]([CH:26]=3)[C:22](OC)=[O:23])=[O:16])[CH2:11][CH2:10]2)=[CH:5][CH:4]=1)#[N:2].O.[NH2:34][NH2:35]. The yield is 0.750. The catalyst is C(O)C. (3) The reactants are Br[C:2]1[CH:3]=[C:4]([O:24][C:25]2[C:26]([CH3:31])=[N:27][CH:28]=[CH:29][CH:30]=2)[C:5]([NH:8][C:9]2[S:13][N:12]=[C:11]([C@H:14]3[CH2:18][O:17][C:16]4([CH2:23][CH2:22][CH2:21][CH2:20][CH2:19]4)[O:15]3)[N:10]=2)=[N:6][CH:7]=1.[SH:32][CH2:33][CH2:34][C:35]([O:37][CH3:38])=[O:36].C(N(CC)C(C)C)(C)C. The catalyst is C1C=CC(/C=C/C(/C=C/C2C=CC=CC=2)=O)=CC=1.C1C=CC(/C=C/C(/C=C/C2C=CC=CC=2)=O)=CC=1.C1C=CC(/C=C/C(/C=C/C2C=CC=CC=2)=O)=CC=1.[Pd].[Pd]. The product is [O:15]1[C:16]2([CH2:23][CH2:22][CH2:21][CH2:20][CH2:19]2)[O:17][CH2:18][C@@H:14]1[C:11]1[N:10]=[C:9]([NH:8][C:5]2[N:6]=[CH:7][C:2]([S:32][CH2:33][CH2:34][C:35]([O:37][CH3:38])=[O:36])=[CH:3][C:4]=2[O:24][C:25]2[C:26]([CH3:31])=[N:27][CH:28]=[CH:29][CH:30]=2)[S:13][N:12]=1. The yield is 0.680. (4) The reactants are [H-].[Al+3].[Li+].[H-].[H-].[H-].[NH:7]1[C:15]2[C:10](=[CH:11][C:12]([O:16][CH:17]3[CH2:22][CH2:21][CH:20]([C:23]([NH2:25])=O)[CH2:19][CH2:18]3)=[CH:13][CH:14]=2)[CH:9]=[N:8]1.O.[OH-].[Na+]. The catalyst is O1CCCC1. The product is [NH:7]1[C:15]2[C:10](=[CH:11][C:12]([O:16][CH:17]3[CH2:18][CH2:19][CH:20]([CH2:23][NH2:25])[CH2:21][CH2:22]3)=[CH:13][CH:14]=2)[CH:9]=[N:8]1. The yield is 0.520.